Dataset: Catalyst prediction with 721,799 reactions and 888 catalyst types from USPTO. Task: Predict which catalyst facilitates the given reaction. Reactant: [F:1][C:2]1[CH:7]=[C:6]([F:8])[CH:5]=[CH:4][C:3]=1[C:9]1[C:18]([N:19]2[CH2:24][CH2:23][CH2:22][CH2:21][C@@H:20]2[CH3:25])=[N:17][C:16]2[C:11](=[CH:12][CH:13]=[C:14]([C:26]([O:28]C)=[O:27])[CH:15]=2)[N:10]=1.[OH-].[Na+]. Product: [F:1][C:2]1[CH:7]=[C:6]([F:8])[CH:5]=[CH:4][C:3]=1[C:9]1[C:18]([N:19]2[CH2:24][CH2:23][CH2:22][CH2:21][C@@H:20]2[CH3:25])=[N:17][C:16]2[C:11](=[CH:12][CH:13]=[C:14]([C:26]([OH:28])=[O:27])[CH:15]=2)[N:10]=1. The catalyst class is: 24.